From a dataset of Cav3 T-type calcium channel HTS with 100,875 compounds. Binary Classification. Given a drug SMILES string, predict its activity (active/inactive) in a high-throughput screening assay against a specified biological target. (1) The compound is O=C1N(c2c(S(=O)C1)ccc(c2)C(=O)NCCC(C)C)Cc1ccccc1. The result is 0 (inactive). (2) The compound is O=C(Nc1ncccc1)C12CC3(CC(C1)CC(C3)C2)C(=O)Nc1ncccc1. The result is 0 (inactive). (3) The compound is O(C(=O)C1N(C2=NC(=C(C3Nc4c(C23C1)cccc4)C(OC)=O)C(OC)=O)C(=O)COCc1ccccc1)C. The result is 0 (inactive). (4) The compound is S(c1nn2c(nnc2cc1)c1sccc1)CC(OCC)=O. The result is 0 (inactive). (5) The molecule is S1(=O)(=O)CC(N(Cc2ccc(N(C)C)cc2)C(=O)COc2ccc(cc2)C)CC1. The result is 0 (inactive). (6) The compound is O1C(OCCCCO)CC(C2CC2)C=C1C(=O)NCc1ccccc1. The result is 0 (inactive). (7) The drug is S=c1n(C2CCCC2)c(n[nH]1)c1ccc(C(C)(C)C)cc1. The result is 0 (inactive). (8) The molecule is OC(CN1CCN(CC1)c1ccccc1)Cn1c2c(c3c1cccc3)cccc2. The result is 0 (inactive).